Dataset: Forward reaction prediction with 1.9M reactions from USPTO patents (1976-2016). Task: Predict the product of the given reaction. (1) Given the reactants [C@@H:1]12[CH2:6][C@@H:5]1[CH2:4][C@H:3]([C:7]([NH:9][C:10]1([C:13]3[CH:22]=[CH:21][C:16]([C:17]([O:19][CH3:20])=[O:18])=[CH:15][CH:14]=3)[CH2:12][CH2:11]1)=[O:8])[NH:2]2.[F:23][C:24]([F:34])([F:33])[C:25]1[CH:26]=[C:27]([CH:30]=[CH:31][CH:32]=1)[CH2:28]Br, predict the reaction product. The product is: [F:23][C:24]([F:33])([F:34])[C:25]1[CH:26]=[C:27]([CH:30]=[CH:31][CH:32]=1)[CH2:28][N:2]1[C@@H:3]([C:7]([NH:9][C:10]2([C:13]3[CH:14]=[CH:15][C:16]([C:17]([O:19][CH3:20])=[O:18])=[CH:21][CH:22]=3)[CH2:11][CH2:12]2)=[O:8])[CH2:4][CH:5]2[CH:1]1[CH2:6]2. (2) Given the reactants [Cl:1][C:2]1[N:7]=[C:6]([NH:8][C:9]2[CH:10]=[C:11]3[C:16](=[CH:17][CH:18]=2)[N:15]=[CH:14][CH:13]=[CH:12]3)[C:5]([NH2:19])=[CH:4][N:3]=1.[N:20]([O-])=O.[Na+], predict the reaction product. The product is: [ClH:1].[Cl:1][C:2]1[N:3]=[CH:4][C:5]2[N:19]=[N:20][N:8]([C:9]3[CH:10]=[C:11]4[C:16](=[CH:17][CH:18]=3)[N:15]=[CH:14][CH:13]=[CH:12]4)[C:6]=2[N:7]=1. (3) Given the reactants O[C:2]1[C:7]([C:8]#[N:9])=[C:6]([C:10]([F:13])([F:12])[F:11])[N:5]=[C:4]([C:14]2[CH:19]=[CH:18][C:17]([N+:20]([O-:22])=[O:21])=[CH:16][CH:15]=2)[N:3]=1.P(Cl)(Cl)([Cl:25])=O, predict the reaction product. The product is: [Cl:25][C:2]1[C:7]([C:8]#[N:9])=[C:6]([C:10]([F:13])([F:12])[F:11])[N:5]=[C:4]([C:14]2[CH:19]=[CH:18][C:17]([N+:20]([O-:22])=[O:21])=[CH:16][CH:15]=2)[N:3]=1. (4) Given the reactants CS(C)=O.C(Cl)(=O)C(Cl)=O.[C:11]([C:13]1[CH:18]=[CH:17][C:16]([N:19]2[C:26](=[O:27])[C:22]3([CH2:25][CH2:24][CH2:23]3)[N:21]([C:28]3[CH:33]=[CH:32][C:31]([CH2:34][CH2:35][CH2:36][C:37]([NH2:39])=O)=[CH:30][CH:29]=3)[C:20]2=[S:40])=[CH:15][C:14]=1[C:41]([F:44])([F:43])[F:42])#[N:12], predict the reaction product. The product is: [C:37]([CH2:36][CH2:35][CH2:34][C:31]1[CH:30]=[CH:29][C:28]([N:21]2[C:20](=[S:40])[N:19]([C:16]3[CH:17]=[CH:18][C:13]([C:11]#[N:12])=[C:14]([C:41]([F:44])([F:42])[F:43])[CH:15]=3)[C:26](=[O:27])[C:22]32[CH2:23][CH2:24][CH2:25]3)=[CH:33][CH:32]=1)#[N:39]. (5) The product is: [NH2:18][C:10]1[O:11][C:12]([CH3:16])([CH3:17])[C:13]([F:14])([F:15])[C@:8]([C:6]2[CH:7]=[C:2]([NH:1][C:29]([C:26]3[N:25]=[CH:24][C:23]([C:22]([F:32])([F:21])[F:33])=[CH:28][N:27]=3)=[O:30])[CH:3]=[CH:4][C:5]=2[F:20])([CH3:19])[N:9]=1. Given the reactants [NH2:1][C:2]1[CH:3]=[CH:4][C:5]([F:20])=[C:6]([C@:8]2([CH3:19])[C:13]([F:15])([F:14])[C:12]([CH3:17])([CH3:16])[O:11][C:10]([NH2:18])=[N:9]2)[CH:7]=1.[F:21][C:22]([F:33])([F:32])[C:23]1[CH:24]=[N:25][C:26]([C:29](O)=[O:30])=[N:27][CH:28]=1, predict the reaction product. (6) Given the reactants [CH2:1]([N:3]([CH2:27][C:28]1[CH:33]=[CH:32][CH:31]=[CH:30][C:29]=1[F:34])[C:4](=[O:26])[CH2:5][O:6][C:7]1[CH:12]=[CH:11][C:10]([CH2:13][CH2:14][O:15][C:16]2[CH:25]=[CH:24][CH:23]=[CH:22][C:17]=2[C:18]([O:20]C)=[O:19])=[CH:9][CH:8]=1)[CH3:2].O.[OH-].[Li+], predict the reaction product. The product is: [CH2:1]([N:3]([CH2:27][C:28]1[CH:33]=[CH:32][CH:31]=[CH:30][C:29]=1[F:34])[C:4](=[O:26])[CH2:5][O:6][C:7]1[CH:8]=[CH:9][C:10]([CH2:13][CH2:14][O:15][C:16]2[CH:25]=[CH:24][CH:23]=[CH:22][C:17]=2[C:18]([OH:20])=[O:19])=[CH:11][CH:12]=1)[CH3:2].